Dataset: Catalyst prediction with 721,799 reactions and 888 catalyst types from USPTO. Task: Predict which catalyst facilitates the given reaction. Reactant: C(=O)([O-])[O-].[Cs+].[Cs+].[CH3:7][O:8][C:9]1[CH:10]=[C:11](B(O)O)[CH:12]=[CH:13][C:14]=1[O:15][CH3:16].Cl[C:21]1[N:30]=[C:29]([NH:31][CH2:32][C@:33]2([F:46])[CH2:38][CH2:37][CH2:36][N:35]([C:39]([O:41][C:42]([CH3:45])([CH3:44])[CH3:43])=[O:40])[CH2:34]2)[C:24]2=[N:25][CH:26]=[CH:27][N:28]=[C:23]2[CH:22]=1.O. Product: [CH3:7][O:8][C:9]1[CH:10]=[C:11]([C:21]2[N:30]=[C:29]([NH:31][CH2:32][C@:33]3([F:46])[CH2:38][CH2:37][CH2:36][N:35]([C:39]([O:41][C:42]([CH3:44])([CH3:43])[CH3:45])=[O:40])[CH2:34]3)[C:24]3=[N:25][CH:26]=[CH:27][N:28]=[C:23]3[CH:22]=2)[CH:12]=[CH:13][C:14]=1[O:15][CH3:16]. The catalyst class is: 77.